This data is from Catalyst prediction with 721,799 reactions and 888 catalyst types from USPTO. The task is: Predict which catalyst facilitates the given reaction. (1) Reactant: C(N(S(F)(F)[F:7])CC)C.O[C:11]([C:14]1[C:18]([C:19]([F:22])([F:21])[F:20])=[C:17]([C:23]([O:25][CH2:26][CH3:27])=[O:24])[N:16]([CH3:28])[N:15]=1)([CH3:13])[CH3:12].C(=O)([O-])[O-].[Na+].[Na+]. Product: [F:7][C:11]([C:14]1[C:18]([C:19]([F:22])([F:21])[F:20])=[C:17]([C:23]([O:25][CH2:26][CH3:27])=[O:24])[N:16]([CH3:28])[N:15]=1)([CH3:13])[CH3:12]. The catalyst class is: 4. (2) Reactant: [Br:1][C:2]1[CH:3]=[N:4][C:5]([NH:8][C@H:9]2[CH2:14][CH2:13][C@H:12]([OH:15])[CH2:11][CH2:10]2)=[N:6][CH:7]=1.[CH3:16][S:17](Cl)(=[O:19])=[O:18]. Product: [CH3:16][S:17]([O:15][C@H:12]1[CH2:11][CH2:10][C@H:9]([NH:8][C:5]2[N:4]=[CH:3][C:2]([Br:1])=[CH:7][N:6]=2)[CH2:14][CH2:13]1)(=[O:19])=[O:18]. The catalyst class is: 2. (3) Reactant: [C:1]1([NH2:8])[CH:6]=[CH:5][CH:4]=[CH:3][C:2]=1[NH2:7].C([O:13][C:14](=O)[CH2:15][C:16]([C:18]1[CH:23]=[CH:22][CH:21]=[C:20]([C:24]2[CH:29]=[CH:28][N:27]=[C:26]([CH3:30])[CH:25]=2)[CH:19]=1)=O)(C)(C)C. Product: [CH3:30][C:26]1[CH:25]=[C:24]([C:20]2[CH:19]=[C:18]([C:16]3[CH2:15][C:14](=[O:13])[NH:8][C:1]4[CH:6]=[CH:5][CH:4]=[CH:3][C:2]=4[N:7]=3)[CH:23]=[CH:22][CH:21]=2)[CH:29]=[CH:28][N:27]=1. The catalyst class is: 113. (4) Reactant: [CH3:1][O:2][C:3]1[CH:4]=[CH:5][CH:6]=[C:7]2[C:12]=1[NH:11][C:10](=[O:13])[CH2:9][CH2:8]2.[CH3:14][O:15]C(Cl)Cl. Product: [CH3:1][O:2][C:3]1[C:12]2[NH:11][C:10](=[O:13])[CH2:9][CH2:8][C:7]=2[C:6]([CH:14]=[O:15])=[CH:5][CH:4]=1. The catalyst class is: 528.